Dataset: Reaction yield outcomes from USPTO patents with 853,638 reactions. Task: Predict the reaction yield, written as a fraction of the theoretical maximum amount of product (1.0 means a 100% yield; for example, 0.34 means a 34% yield). The reactants are [F:1][C:2]1[CH:3]=[C:4]([C:35]2[C:36]([C:41]#[N:42])=[CH:37][CH:38]=[CH:39][CH:40]=2)[CH:5]=[CH:6][C:7]=1[CH2:8][C:9]1[C:10](=[O:34])[N:11]([C@H:21]2[CH2:26][CH2:25][C@H:24]([O:27][C@H:28]3[C@@H:32]([OH:33])[CH2:31][O:30][CH2:29]3)[CH2:23][CH2:22]2)[C:12]2[N:13]([N:18]=[CH:19][N:20]=2)[C:14]=1[CH2:15][CH2:16][CH3:17].CC(OI1(OC(C)=O)(OC(C)=O)OC(=O)C2C1=CC=CC=2)=O.C(=O)([O-])O.[Na+].S([O-])([O-])(=O)=S.[Na+].[Na+]. The catalyst is C(#N)C. The product is [F:1][C:2]1[CH:3]=[C:4]([C:35]2[C:36]([C:41]#[N:42])=[CH:37][CH:38]=[CH:39][CH:40]=2)[CH:5]=[CH:6][C:7]=1[CH2:8][C:9]1[C:10](=[O:34])[N:11]([C@H:21]2[CH2:22][CH2:23][C@H:24]([O:27][C@H:28]3[C:32](=[O:33])[CH2:31][O:30][CH2:29]3)[CH2:25][CH2:26]2)[C:12]2[N:13]([N:18]=[CH:19][N:20]=2)[C:14]=1[CH2:15][CH2:16][CH3:17]. The yield is 0.450.